This data is from Reaction yield outcomes from USPTO patents with 853,638 reactions. The task is: Predict the reaction yield, written as a fraction of the theoretical maximum amount of product (1.0 means a 100% yield; for example, 0.34 means a 34% yield). (1) The reactants are C(=O)([O-])[O-].[K+].[K+].[C:7]([C:9]1[CH:10]=[C:11]([S:16]([N:19]([C:27]2[N:28]=[CH:29][S:30][CH:31]=2)[C:20](=[O:26])[O:21][C:22]([CH3:25])([CH3:24])[CH3:23])(=[O:18])=[O:17])[CH:12]=[CH:13][C:14]=1F)#[N:8].[Cl:32][C:33]1[CH:38]=[CH:37][C:36]([OH:39])=[C:35]([I:40])[CH:34]=1. The catalyst is CN(C)C=O.C(OCC)(=O)C. The product is [Cl:32][C:33]1[CH:38]=[CH:37][C:36]([O:39][C:14]2[CH:13]=[CH:12][C:11]([S:16]([N:19]([C:27]3[N:28]=[CH:29][S:30][CH:31]=3)[C:20](=[O:26])[O:21][C:22]([CH3:25])([CH3:24])[CH3:23])(=[O:18])=[O:17])=[CH:10][C:9]=2[C:7]#[N:8])=[C:35]([I:40])[CH:34]=1. The yield is 1.00. (2) The reactants are [OH:1][C@H:2]1[CH2:6][CH2:5][N:4]([C:7]([O:9][C:10]([CH3:13])([CH3:12])[CH3:11])=[O:8])[C@@H:3]1[CH2:14][OH:15].CCN(CC)CC.[CH3:23][C:24]([Si:27](Cl)([CH3:29])[CH3:28])([CH3:26])[CH3:25]. The catalyst is ClCCl.CN(C1C=CN=CC=1)C. The product is [Si:27]([O:15][CH2:14][C@@H:3]1[C@@H:2]([OH:1])[CH2:6][CH2:5][N:4]1[C:7]([O:9][C:10]([CH3:11])([CH3:12])[CH3:13])=[O:8])([C:24]([CH3:26])([CH3:25])[CH3:23])([CH3:29])[CH3:28]. The yield is 0.990. (3) The reactants are C(O)C.Br[C:5]1[N:9]2[CH:10]=[C:11]([C:16]([NH2:18])=[O:17])[N:12]=[C:13]([S:14][CH3:15])[C:8]2=[N:7][CH:6]=1.[CH:19]1([NH:22][C:23]([C:25]2[CH:30]=[CH:29][C:28](B3OC(C)(C)C(C)(C)O3)=[CH:27][CH:26]=2)=[O:24])[CH2:21][CH2:20]1.C(=O)([O-])O.[Na+]. The catalyst is C1C=CC([P]([Pd]([P](C2C=CC=CC=2)(C2C=CC=CC=2)C2C=CC=CC=2)([P](C2C=CC=CC=2)(C2C=CC=CC=2)C2C=CC=CC=2)[P](C2C=CC=CC=2)(C2C=CC=CC=2)C2C=CC=CC=2)(C2C=CC=CC=2)C2C=CC=CC=2)=CC=1.C(OCC)(=O)C.O. The product is [CH:19]1([NH:22][C:23]([C:25]2[CH:30]=[CH:29][C:28]([C:5]3[N:9]4[CH:10]=[C:11]([C:16]([NH2:18])=[O:17])[N:12]=[C:13]([S:14][CH3:15])[C:8]4=[N:7][CH:6]=3)=[CH:27][CH:26]=2)=[O:24])[CH2:20][CH2:21]1. The yield is 0.730. (4) The reactants are CC1(C)[O:6][CH:5]([CH2:7][O:8][C:9]([N:11]2[CH2:16][CH2:15][C:14]3[C:17]([C:33]#[N:34])=[C:18]([NH:20][C:21](=[O:32])[CH2:22][CH2:23][C:24]4[CH:29]=[CH:28][CH:27]=[CH:26][C:25]=4[O:30][CH3:31])[S:19][C:13]=3[CH2:12]2)=[O:10])[CH2:4][O:3]1.CC1C=CC(S(O)(=O)=O)=CC=1.C(N(CC)CC)C. The catalyst is C(C#N)(C)=O.O. The product is [OH:6][CH:5]([CH2:4][OH:3])[CH2:7][O:8][C:9]([N:11]1[CH2:16][CH2:15][C:14]2[C:17]([C:33]#[N:34])=[C:18]([NH:20][C:21](=[O:32])[CH2:22][CH2:23][C:24]3[CH:29]=[CH:28][CH:27]=[CH:26][C:25]=3[O:30][CH3:31])[S:19][C:13]=2[CH2:12]1)=[O:10]. The yield is 0.800.